From a dataset of Reaction yield outcomes from USPTO patents with 853,638 reactions. Predict the reaction yield, written as a fraction of the theoretical maximum amount of product (1.0 means a 100% yield; for example, 0.34 means a 34% yield). The reactants are [CH3:1][N:2]1[CH2:7][CH2:6][NH:5][CH2:4][CH2:3]1.C[N:9]([C:11]([O:15]N1N=NC2C=CC=NC1=2)=[N+](C)C)C.F[P-](F)(F)(F)(F)F.[CH3:32][CH2:33][N:34]([CH:38](C)C)[CH:35](C)[CH3:36].O. The catalyst is C1COCC1.C(Cl)Cl.C(OCC)(=O)C. The product is [CH3:1][N:2]1[CH2:7][CH2:6][N:5]([C:11]([N:9]2[CH2:36][CH2:35][N:34]([CH3:38])[CH2:33][CH2:32]2)=[O:15])[CH2:4][CH2:3]1. The yield is 0.190.